Predict the product of the given reaction. From a dataset of Forward reaction prediction with 1.9M reactions from USPTO patents (1976-2016). (1) Given the reactants [C:1]12([C:11]3[CH:21]=[CH:20][C:14]([O:15][CH2:16][C:17](O)=[O:18])=[CH:13][CH:12]=3)[CH2:10][CH:5]3[CH2:6][CH:7]([CH2:9][CH:3]([CH2:4]3)[CH2:2]1)[CH2:8]2.[CH3:22][NH:23][CH3:24], predict the reaction product. The product is: [C:1]12([C:11]3[CH:21]=[CH:20][C:14]([O:15][CH2:16][C:17]([N:23]([CH3:24])[CH3:22])=[O:18])=[CH:13][CH:12]=3)[CH2:10][CH:5]3[CH2:6][CH:7]([CH2:9][CH:3]([CH2:4]3)[CH2:2]1)[CH2:8]2. (2) Given the reactants [CH3:1][CH:2]([CH3:32])[CH2:3][C@H:4]([NH:24]C(=O)OC(C)(C)C)[CH2:5][O:6][C:7]1[CH:8]=[CH:9][C:10]2[C:23]3[C:18](=[CH:19][N:20]=[CH:21][CH:22]=3)[C:14]3([CH2:17][O:16][CH2:15]3)[O:13][C:11]=2[CH:12]=1.[ClH:33].C(OCC)C, predict the reaction product. The product is: [NH2:24][C@@H:4]([CH2:3][CH:2]([CH3:32])[CH3:1])[CH2:5][O:6][C:7]1[CH:8]=[CH:9][C:10]2[C:23]3[C:18](=[CH:19][N:20]=[CH:21][CH:22]=3)[C:14]([CH2:17][OH:16])([CH2:15][Cl:33])[O:13][C:11]=2[CH:12]=1. (3) Given the reactants [S:1]1[C:5]2[CH:6]=[CH:7][CH:8]=[CH:9][C:4]=2[N:3]=[C:2]1[N:10]([CH2:32][O:33][CH2:34][CH2:35][Si:36]([CH3:39])([CH3:38])[CH3:37])[C:11]([C:13]1[CH:14]=[CH:15][CH:16]=[C:17]2[C:22]=1[CH2:21][N:20]([C:23]1[S:24][CH:25]=[C:26]([C:28](OC)=[O:29])[N:27]=1)[CH2:19][CH2:18]2)=[O:12].[CH3:40][C:41]([O-:44])([CH3:43])[CH3:42].[K+], predict the reaction product. The product is: [S:1]1[C:5]2[CH:6]=[CH:7][CH:8]=[CH:9][C:4]=2[N:3]=[C:2]1[N:10]([CH2:32][O:33][CH2:34][CH2:35][Si:36]([CH3:39])([CH3:38])[CH3:37])[C:11]([C:13]1[CH:14]=[CH:15][CH:16]=[C:17]2[C:22]=1[CH2:21][N:20]([C:23]1[S:24][CH:25]=[C:26]([C:28]([O:44][C:41]([CH3:43])([CH3:42])[CH3:40])=[O:29])[N:27]=1)[CH2:19][CH2:18]2)=[O:12]. (4) Given the reactants C(OC([N:8]1[CH2:13][CH2:12][N:11]([C:14]2[CH:19]=[CH:18][CH:17]=[C:16]([NH:20][C:21]3[S:22][C:23]([CH:26]=[CH:27][C:28]4[CH:33]=[CH:32][C:31]([O:34]C)=[CH:30][CH:29]=4)=[CH:24][N:25]=3)[CH:15]=2)[CH2:10][CH2:9]1)=O)(C)(C)C.B(Br)(Br)Br, predict the reaction product. The product is: [N:11]1([C:14]2[CH:15]=[C:16]([NH:20][C:21]3[S:22][C:23]([CH:26]=[CH:27][C:28]4[CH:29]=[CH:30][C:31]([OH:34])=[CH:32][CH:33]=4)=[CH:24][N:25]=3)[CH:17]=[CH:18][CH:19]=2)[CH2:12][CH2:13][NH:8][CH2:9][CH2:10]1. (5) Given the reactants Cl.[NH2:2][C:3]1[CH:32]=[CH:31][C:6]2[N:7]([C:10]3[CH:15]=[CH:14][C:13]([NH:16][C:17]([NH:19][C:20]4[CH:25]=[CH:24][C:23]([Cl:26])=[C:22]([C:27]([F:30])([F:29])[F:28])[CH:21]=4)=[O:18])=[CH:12][CH:11]=3)[CH:8]=[N:9][C:5]=2[CH:4]=1.Cl[C:34]([O:36][CH2:37][CH3:38])=[O:35], predict the reaction product. The product is: [CH2:37]([O:36][C:34](=[O:35])[NH:2][C:3]1[CH:32]=[CH:31][C:6]2[N:7]([C:10]3[CH:15]=[CH:14][C:13]([NH:16][C:17]([NH:19][C:20]4[CH:25]=[CH:24][C:23]([Cl:26])=[C:22]([C:27]([F:29])([F:30])[F:28])[CH:21]=4)=[O:18])=[CH:12][CH:11]=3)[CH:8]=[N:9][C:5]=2[CH:4]=1)[CH3:38]. (6) The product is: [CH:26]1([NH:32][C:17]2[CH:18]=[C:19]3[C:14]([C:13](=[O:22])[C:12]([N+:23]([O-:25])=[O:24])=[CH:11][N:10]3[CH:5]3[CH2:9][CH2:8][CH2:7][CH2:6]3)=[CH:15][C:16]=2[F:21])[CH2:31][CH2:30][CH2:29][CH2:28][CH2:27]1. Given the reactants CS(C)=O.[CH:5]1([N:10]2[C:19]3[C:14](=[CH:15][C:16]([F:21])=[C:17](F)[CH:18]=3)[C:13](=[O:22])[C:12]([N+:23]([O-:25])=[O:24])=[CH:11]2)[CH2:9][CH2:8][CH2:7][CH2:6]1.[CH:26]1([NH2:32])[CH2:31][CH2:30][CH2:29][CH2:28][CH2:27]1, predict the reaction product. (7) Given the reactants [CH2:1]([C:4]1[C:8]([C:9](OCC)=[O:10])=[CH:7][N:6]([C:14]2[CH:19]=[CH:18][C:17]([C:20]([F:23])([F:22])[F:21])=[CH:16][N:15]=2)[N:5]=1)[CH2:2][CH3:3].[H-].C([Al+]CC(C)C)C(C)C.Cl, predict the reaction product. The product is: [CH2:1]([C:4]1[C:8]([CH2:9][OH:10])=[CH:7][N:6]([C:14]2[CH:19]=[CH:18][C:17]([C:20]([F:21])([F:23])[F:22])=[CH:16][N:15]=2)[N:5]=1)[CH2:2][CH3:3].